From a dataset of Catalyst prediction with 721,799 reactions and 888 catalyst types from USPTO. Predict which catalyst facilitates the given reaction. (1) Reactant: C(N[C:4]1[C:9]([N+:10]([O-:12])=[O:11])=[CH:8][CH:7]=[CH:6][CH:5]=1)C.Cl.N([O-])=O.[Na+].[C:18]([Cu])#[N:19].[C-]#N.[K+].[CH3:24][CH2:25]O. Product: [CH2:24]([C:5]1[CH:6]=[CH:7][CH:8]=[C:9]([N+:10]([O-:12])=[O:11])[C:4]=1[C:18]#[N:19])[CH3:25]. The catalyst class is: 6. (2) Reactant: [OH-].[Na+].C([O:5][C:6](=[O:27])[CH2:7][O:8][C:9]1[CH:14]=[CH:13][C:12]([B:15]2[O:19]C(C)(C)C(C)(C)[O:16]2)=[CH:11][C:10]=1[O:24][CH2:25][CH3:26])C.O.C(OCC)(=O)C. Product: [C:6]([CH2:7][O:8][C:9]1[CH:14]=[CH:13][C:12]([B:15]([OH:19])[OH:16])=[CH:11][C:10]=1[O:24][CH2:25][CH3:26])([OH:27])=[O:5]. The catalyst class is: 8. (3) Reactant: C[O:2][C:3](=[O:17])[C:4]1[CH:9]=[C:8]([F:10])[C:7]([C:11]2[O:15][CH:14]=[N:13][CH:12]=2)=[C:6]([F:16])[CH:5]=1.[OH-].[Na+].CO. Product: [F:10][C:8]1[CH:9]=[C:4]([CH:5]=[C:6]([F:16])[C:7]=1[C:11]1[O:15][CH:14]=[N:13][CH:12]=1)[C:3]([OH:17])=[O:2]. The catalyst class is: 7. (4) Reactant: [H-].[Na+].[Cl:3][C:4]1[CH:13]=[C:12]2[C:7]([C:8](=[O:16])[C:9]([C:14]#[N:15])=[CH:10][NH:11]2)=[CH:6][C:5]=1[N+:17]([O-:19])=[O:18].[CH3:20][Si:21]([CH3:28])([CH3:27])[CH2:22][CH2:23][O:24][CH2:25]Cl. Product: [Cl:3][C:4]1[CH:13]=[C:12]2[C:7]([C:8](=[O:16])[C:9]([C:14]#[N:15])=[CH:10][N:11]2[CH2:25][O:24][CH2:23][CH2:22][Si:21]([CH3:28])([CH3:27])[CH3:20])=[CH:6][C:5]=1[N+:17]([O-:19])=[O:18]. The catalyst class is: 9. (5) The catalyst class is: 4. Reactant: [CH3:1][O:2][CH2:3][CH2:4][C:5]([OH:7])=O.[F:8][C:9]1[C:37]([N:38]2[CH2:43][CH2:42][NH:41][CH2:40][CH2:39]2)=[CH:36][C:12]2[N:13]([CH2:24][C:25]3[CH:30]=[CH:29][C:28]([O:31][C:32]([F:35])([F:34])[F:33])=[CH:27][CH:26]=3)[C:14]([CH2:16][O:17][C:18]3[CH:23]=[CH:22][CH:21]=[CH:20][CH:19]=3)=[N:15][C:11]=2[CH:10]=1. Product: [F:8][C:9]1[C:37]([N:38]2[CH2:39][CH2:40][N:41]([C:5](=[O:7])[CH2:4][CH2:3][O:2][CH3:1])[CH2:42][CH2:43]2)=[CH:36][C:12]2[N:13]([CH2:24][C:25]3[CH:30]=[CH:29][C:28]([O:31][C:32]([F:34])([F:35])[F:33])=[CH:27][CH:26]=3)[C:14]([CH2:16][O:17][C:18]3[CH:23]=[CH:22][CH:21]=[CH:20][CH:19]=3)=[N:15][C:11]=2[CH:10]=1. (6) Reactant: Cl[C:2]1[N:7]=[C:6]([C:8]([F:11])([F:10])[F:9])[C:5]([C:12]([O:14][CH3:15])=[O:13])=[CH:4][N:3]=1.[NH:16]1[CH2:21][CH2:20][O:19][CH2:18][CH2:17]1.C(N(CC)CC)C. Product: [N:16]1([C:2]2[N:7]=[C:6]([C:8]([F:11])([F:10])[F:9])[C:5]([C:12]([O:14][CH3:15])=[O:13])=[CH:4][N:3]=2)[CH2:21][CH2:20][O:19][CH2:18][CH2:17]1. The catalyst class is: 8. (7) Reactant: [CH3:1][S:2](Cl)(=[O:4])=[O:3].[NH2:6][CH2:7][C:8]1[CH:13]=[C:12]([O:14][C:15]2[CH:20]=[CH:19][C:18]([NH:21][C:22]3[CH:27]=[C:26]([C:28]4[CH:33]=[CH:32][CH:31]=[CH:30][CH:29]=4)[N:25]=[C:24]([NH2:34])[N:23]=3)=[CH:17][CH:16]=2)[CH:11]=[CH:10][N:9]=1. Product: [NH2:34][C:24]1[N:23]=[C:22]([NH:21][C:18]2[CH:19]=[CH:20][C:15]([O:14][C:12]3[CH:11]=[CH:10][N:9]=[C:8]([CH2:7][NH:6][S:2]([CH3:1])(=[O:4])=[O:3])[CH:13]=3)=[CH:16][CH:17]=2)[CH:27]=[C:26]([C:28]2[CH:29]=[CH:30][CH:31]=[CH:32][CH:33]=2)[N:25]=1. The catalyst class is: 377.